This data is from CYP2C9 inhibition data for predicting drug metabolism from PubChem BioAssay. The task is: Regression/Classification. Given a drug SMILES string, predict its absorption, distribution, metabolism, or excretion properties. Task type varies by dataset: regression for continuous measurements (e.g., permeability, clearance, half-life) or binary classification for categorical outcomes (e.g., BBB penetration, CYP inhibition). Dataset: cyp2c9_veith. (1) The compound is CC#C[C@]1(O)CC[C@H]2[C@@H]3CCC4=CC(=O)CCC4=C3[C@H](c3ccc(N(C)C)cc3)C[C@@]21C. The result is 0 (non-inhibitor). (2) The molecule is Cc1o[nH]c(=O)c1CC[C@H](N)C(=O)O. The result is 1 (inhibitor).